The task is: Predict the reactants needed to synthesize the given product.. This data is from Full USPTO retrosynthesis dataset with 1.9M reactions from patents (1976-2016). (1) Given the product [O:19]=[C:20]1[C:25]([CH2:26][N:7]2[CH2:8][CH2:9][C:4]([CH2:10][O:11][C:12]3[CH:17]=[CH:16][CH:15]=[CH:14][C:13]=3[CH3:18])([C:2]#[N:3])[CH2:5][CH2:6]2)=[CH:24][CH:23]=[CH:22][NH:21]1, predict the reactants needed to synthesize it. The reactants are: Cl.[C:2]([C:4]1([CH2:10][O:11][C:12]2[CH:17]=[CH:16][CH:15]=[CH:14][C:13]=2[CH3:18])[CH2:9][CH2:8][NH:7][CH2:6][CH2:5]1)#[N:3].[O:19]=[C:20]1[C:25]([CH:26]=O)=[CH:24][CH:23]=[CH:22][NH:21]1.C(O[BH-](OC(=O)C)OC(=O)C)(=O)C.[Na+].C(=O)(O)[O-].[Na+]. (2) Given the product [C:28]([C:27]1[CH:30]=[CH:31][C:24]([NH:1][C:2]2[N:7]=[CH:6][C:5]([S:8][CH2:9][CH2:10][C:11]([O:13][CH3:14])=[O:12])=[CH:4][C:3]=2[O:15][C:16]2[CH:17]=[CH:18][C:19]([F:22])=[CH:20][CH:21]=2)=[N:25][CH:26]=1)#[N:29], predict the reactants needed to synthesize it. The reactants are: [NH2:1][C:2]1[N:7]=[CH:6][C:5]([S:8][CH2:9][CH2:10][C:11]([O:13][CH3:14])=[O:12])=[CH:4][C:3]=1[O:15][C:16]1[CH:21]=[CH:20][C:19]([F:22])=[CH:18][CH:17]=1.Cl[C:24]1[CH:31]=[CH:30][C:27]([C:28]#[N:29])=[CH:26][N:25]=1.C(=O)([O-])[O-].[Cs+].[Cs+].C1(P(C2C=CC=CC=2)C2C3OC4C(=CC=CC=4P(C4C=CC=CC=4)C4C=CC=CC=4)C(C)(C)C=3C=CC=2)C=CC=CC=1. (3) The reactants are: C([NH:8][CH:9]1[C@:16]([CH3:18])([OH:17])[C:13]2([CH2:15][CH2:14]2)[O:12][C@@H:11]([C:19]2[CH:24]=[CH:23][N:22]=[CH:21][C:20]=2[N+:25]([O-])=O)[CH2:10]1)C1C=CC=CC=1.[CH3:28][C:29]([O:32][C:33](O[C:36]([O:38][C:39]([CH3:42])([CH3:41])[CH3:40])=[O:37])=[O:34])([CH3:31])[CH3:30]. Given the product [NH2:25][C:20]1[CH:21]=[N:22][CH:23]=[CH:24][C:19]=1[C@H:11]1[CH2:10][C@H:9]([NH:8][C:33](=[O:34])[O:32][C:29]([CH3:31])([CH3:30])[CH3:28])[C@@:16]([OH:17])([CH3:18])[C:13]2([CH2:14][CH2:15]2)[O:12]1.[NH2:25][C:20]1[CH:21]=[N:22][CH:23]=[CH:24][C:19]=1[C@@H:11]1[CH2:10][C@H:9]([NH:8][C:36](=[O:37])[O:38][C:39]([CH3:40])([CH3:41])[CH3:42])[C@:16]([OH:17])([CH3:18])[C:13]2([CH2:15][CH2:14]2)[O:12]1.[NH2:25][C:20]1[CH:21]=[N:22][CH:23]=[CH:24][C:19]=1[C@@H:11]1[CH2:10][C@@H:9]([NH:8][C:33](=[O:34])[O:32][C:29]([CH3:31])([CH3:30])[CH3:28])[C@:16]([OH:17])([CH3:18])[C:13]2([CH2:14][CH2:15]2)[O:12]1.[NH2:25][C:20]1[CH:21]=[N:22][CH:23]=[CH:24][C:19]=1[C@H:11]1[CH2:10][C@@H:9]([NH:8][C:33](=[O:34])[O:32][C:29]([CH3:31])([CH3:30])[CH3:28])[C@@:16]([OH:17])([CH3:18])[C:13]2([CH2:14][CH2:15]2)[O:12]1, predict the reactants needed to synthesize it. (4) Given the product [OH:1][C:2]1[CH:3]=[CH:4][C:5]([C:6]([C:43]2[NH:42][CH:46]=[CH:45][CH:44]=2)=[O:8])=[CH:9][CH:10]=1, predict the reactants needed to synthesize it. The reactants are: [OH:1][C:2]1[CH:10]=[CH:9][C:5]([C:6]([OH:8])=O)=[CH:4][CH:3]=1.FC(F)(F)C(OC(=O)C(F)(F)F)=O.C(O)(=O)C1C=CC=CC=1.C1(C)C=CC(S([N:42]2[CH:46]=[CH:45][CH:44]=[CH:43]2)(=O)=O)=CC=1.N1C=CC=C1.OP(O)(O)=O. (5) Given the product [CH2:21]([C:20]1[C:11]2[C:10](=[O:29])[N:9]([C:5]3[CH:6]=[CH:7][CH:8]=[C:3]([C:1]#[N:2])[CH:4]=3)[C:18]3[N:17]=[CH:16][CH:15]=[CH:14][C:13]=3[C:12]=2[NH:32][N:31]=1)[C:22]1[CH:27]=[CH:26][CH:25]=[CH:24][CH:23]=1, predict the reactants needed to synthesize it. The reactants are: [C:1]([C:3]1[CH:4]=[C:5]([N:9]2[C:18]3[C:13](=[CH:14][CH:15]=[CH:16][N:17]=3)[C:12](O)=[C:11]([C:20](=O)[CH2:21][C:22]3[CH:27]=[CH:26][CH:25]=[CH:24][CH:23]=3)[C:10]2=[O:29])[CH:6]=[CH:7][CH:8]=1)#[N:2].O.[NH2:31][NH2:32].O.